From a dataset of Reaction yield outcomes from USPTO patents with 853,638 reactions. Predict the reaction yield, written as a fraction of the theoretical maximum amount of product (1.0 means a 100% yield; for example, 0.34 means a 34% yield). The reactants are [C:1]1([CH3:11])[CH:6]=[CH:5][C:4]([S:7]([OH:10])(=[O:9])=[O:8])=[CH:3][CH:2]=1.[NH2:12][C@@:13]([CH3:23])([CH2:17][CH:18]([CH2:21][CH3:22])[CH2:19][CH3:20])[C:14]([OH:16])=[O:15]. The catalyst is C(#N)C. The product is [C:1]1([CH3:11])[CH:2]=[CH:3][C:4]([S:7]([OH:10])(=[O:8])=[O:9])=[CH:5][CH:6]=1.[NH2:12][C@@:13]([CH3:23])([CH2:17][CH:18]([CH2:21][CH3:22])[CH2:19][CH3:20])[C:14]([OH:16])=[O:15]. The yield is 0.700.